Dataset: Experimentally validated miRNA-target interactions with 360,000+ pairs, plus equal number of negative samples. Task: Binary Classification. Given a miRNA mature sequence and a target amino acid sequence, predict their likelihood of interaction. (1) The miRNA is hsa-miR-16-5p with sequence UAGCAGCACGUAAAUAUUGGCG. The protein sequence of the target gene is MFQTAWRQEPVTFEDVAVYFTQNEWASLDSVQRALYREVMLENYANVASLAFPFTTPVLVSQLEQGELPWGLDPWEPMGREALRGICPGDEARTEKEGLTPKDHVSKETESFRLMVGGLPGNVSQHLDFGSSLEQPQGHWIIKTKSKRRHFTDTSARHHEAYEVKNGEKFEKLGKNISVSTQLTTNQTNPSGQISYECGQCGRYFIQMADFHRHEKCHTGEKSFECKECGKYFRYNSLLIRHQIIHTGKKPFKCKECGKGLSSDTALIQHQRIHTGEKPYECKECGKAFSSSSVFLQHQR.... Result: 1 (interaction). (2) The miRNA is hsa-miR-5695 with sequence ACUCCAAGAAGAAUCUAGACAG. The protein sequence of the target gene is MGSTDSKLNFRKAVIQLTTKTQPVEATDDAFWDQFWADTATSVQDVFALVPAAEIRAVREESPSNLATLCYKAVEKLVQGAESGCHSEKEKQIVLNCSRLLTRVLPYIFEDPDWRGFFWSTVPGAGRGGQGEEDDEHARPLAESLLLAIADLLFCPDFTVQSHRRSTVDSAEDVHSLDSCEYIWEAGVGFAHSPQPNYIHDMNRMELLKLLLTCFSEAMYLPPAPESGSTNPWVQFFCSTENRHALPLFTSLLNTVCAYDPVGYGIPYNHLLFSDYREPLVEEAAQVLIVTLDHDSASSA.... Result: 0 (no interaction).